Dataset: Catalyst prediction with 721,799 reactions and 888 catalyst types from USPTO. Task: Predict which catalyst facilitates the given reaction. (1) Reactant: [F:1][C:2]([F:16])([F:15])[C:3]1[CH:4]=[C:5]([CH:9]=[CH:10][C:11]=1[N+:12]([O-])=O)[N:6]([CH3:8])[CH3:7]. Product: [CH3:7][N:6]([CH3:8])[C:5]1[CH:9]=[CH:10][C:11]([NH2:12])=[C:3]([C:2]([F:1])([F:15])[F:16])[CH:4]=1. The catalyst class is: 457. (2) The catalyst class is: 49. Product: [F:12][C:4]1[C:5]([O:10][CH3:11])=[CH:6][C:7]([O:8][CH3:9])=[C:2]([F:1])[C:3]=1[N:13]1[CH2:18][C:17]2[CH:19]=[N:20][C:21]3[NH:25][C:24](/[CH:35]=[CH:36]/[C:37]4[CH:42]=[CH:41][CH:40]=[CH:39][N:38]=4)=[CH:23][C:22]=3[C:16]=2[N:15]([CH3:43])[C:14]1=[O:44]. Reactant: [F:1][C:2]1[C:7]([O:8][CH3:9])=[CH:6][C:5]([O:10][CH3:11])=[C:4]([F:12])[C:3]=1[N:13]1[CH2:18][C:17]2[CH:19]=[N:20][C:21]3[N:25](S(C4C=CC=CC=4)(=O)=O)[C:24](/[CH:35]=[CH:36]/[C:37]4[CH:42]=[CH:41][CH:40]=[CH:39][N:38]=4)=[CH:23][C:22]=3[C:16]=2[N:15]([CH3:43])[C:14]1=[O:44].[F-].C([N+](CCCC)(CCCC)CCCC)CCC.